From a dataset of Full USPTO retrosynthesis dataset with 1.9M reactions from patents (1976-2016). Predict the reactants needed to synthesize the given product. Given the product [CH3:22][O:21][C:18]1[CH:19]=[CH:20][C:15]([S:12]([C:8]2[CH:9]=[C:10]([CH3:11])[C:5]([C:3]3[N:24]=[C:25]([NH2:27])[S:26][CH:2]=3)=[C:6]([CH3:23])[CH:7]=2)(=[O:14])=[O:13])=[CH:16][CH:17]=1, predict the reactants needed to synthesize it. The reactants are: Br[CH2:2][C:3]([C:5]1[C:10]([CH3:11])=[CH:9][C:8]([S:12]([C:15]2[CH:20]=[CH:19][C:18]([O:21][CH3:22])=[CH:17][CH:16]=2)(=[O:14])=[O:13])=[CH:7][C:6]=1[CH3:23])=O.[NH2:24][C:25]([NH2:27])=[S:26].